From a dataset of Peptide-MHC class I binding affinity with 185,985 pairs from IEDB/IMGT. Regression. Given a peptide amino acid sequence and an MHC pseudo amino acid sequence, predict their binding affinity value. This is MHC class I binding data. The peptide sequence is SSEADCFTY. The MHC is HLA-A80:01 with pseudo-sequence HLA-A80:01. The binding affinity (normalized) is 0.284.